From a dataset of Forward reaction prediction with 1.9M reactions from USPTO patents (1976-2016). Predict the product of the given reaction. Given the reactants [CH3:1][C:2]1[CH2:7][CH2:6][CH2:5][C:4](=[O:8])[CH:3]=1.[CH3:9][Mg]I, predict the reaction product. The product is: [CH3:1][C:2]1[CH2:7][CH2:6][CH2:5][C:4](=[O:8])[CH:3]=1.[CH3:1][C:2]1([CH3:9])[CH2:7][CH2:6][CH2:5][C:4](=[O:8])[CH2:3]1.